From a dataset of Reaction yield outcomes from USPTO patents with 853,638 reactions. Predict the reaction yield, written as a fraction of the theoretical maximum amount of product (1.0 means a 100% yield; for example, 0.34 means a 34% yield). (1) The product is [CH3:3][N:4]1[C:8]2=[C:9]3[CH:15]=[CH:14][N:13]([S:22]([C:19]4[CH:20]=[CH:21][C:16]([CH3:26])=[CH:17][CH:18]=4)(=[O:24])=[O:23])[C:10]3=[N:11][CH:12]=[C:7]2[CH:6]=[N:5]1. The yield is 0.440. The reactants are [H-].[Na+].[CH3:3][N:4]1[C:8]2=[C:9]3[CH:15]=[CH:14][NH:13][C:10]3=[N:11][CH:12]=[C:7]2[CH:6]=[N:5]1.[C:16]1([CH3:26])[CH:21]=[CH:20][C:19]([S:22](Cl)(=[O:24])=[O:23])=[CH:18][CH:17]=1.O. The catalyst is CN(C=O)C. (2) The catalyst is CN(C)C1C=CN=CC=1.C(#N)C. The yield is 0.140. The reactants are [F:1][C:2]([F:22])([F:21])[C:3]1[CH:4]=[C:5]([C:9]2[CH:10]=[CH:11][C:12]3[N:18]4[CH2:19][C@H:15]([CH2:16][CH2:17]4)[NH:14][C:13]=3[N:20]=2)[CH:6]=[CH:7][CH:8]=1.[O:23]1[C:27]([C:28]2[CH:33]=[CH:32][N:31]=[C:30]([NH:34][C:35](=O)[O:36]C3C=CC=CC=3)[CH:29]=2)=[CH:26][N:25]=[CH:24]1. The product is [O:23]1[C:27]([C:28]2[CH:33]=[CH:32][N:31]=[C:30]([NH:34][C:35]([N:14]3[C@@H:15]4[CH2:19][N:18]([CH2:17][CH2:16]4)[C:12]4[CH:11]=[CH:10][C:9]([C:5]5[CH:6]=[CH:7][CH:8]=[C:3]([C:2]([F:21])([F:1])[F:22])[CH:4]=5)=[N:20][C:13]3=4)=[O:36])[CH:29]=2)=[CH:26][N:25]=[CH:24]1. (3) The reactants are [Si]([O:8][CH2:9][C@@H:10]1[CH2:14][C:13](/[CH:15]=[CH:16]/[CH3:17])=[CH:12][N:11]1[C:18]([C:20]1[CH:25]=[C:24]([O:26][CH3:27])[C:23]([O:28][Si:29]([CH:36]([CH3:38])[CH3:37])([CH:33]([CH3:35])[CH3:34])[CH:30]([CH3:32])[CH3:31])=[CH:22][C:21]=1[NH:39][C:40]([O:42][CH2:43][C:44]1[CH:49]=[CH:48][C:47]([NH:50][C:51](=[O:68])[C@@H:52]([NH:54][C:55](=[O:67])[C@@H:56]([NH:60][C:61](=[O:66])[O:62][CH2:63][CH:64]=[CH2:65])[CH:57]([CH3:59])[CH3:58])[CH3:53])=[CH:46][CH:45]=1)=[O:41])=[O:19])(C(C)(C)C)(C)C. The catalyst is C(O)(=O)C.CO.O1CCCC1.O.CCOC(C)=O. The product is [OH:8][CH2:9][C@@H:10]1[CH2:14][C:13](/[CH:15]=[CH:16]/[CH3:17])=[CH:12][N:11]1[C:18]([C:20]1[CH:25]=[C:24]([O:26][CH3:27])[C:23]([O:28][Si:29]([CH:36]([CH3:37])[CH3:38])([CH:33]([CH3:34])[CH3:35])[CH:30]([CH3:32])[CH3:31])=[CH:22][C:21]=1[NH:39][C:40]([O:42][CH2:43][C:44]1[CH:49]=[CH:48][C:47]([NH:50][C:51](=[O:68])[C@@H:52]([NH:54][C:55](=[O:67])[C@@H:56]([NH:60][C:61](=[O:66])[O:62][CH2:63][CH:64]=[CH2:65])[CH:57]([CH3:58])[CH3:59])[CH3:53])=[CH:46][CH:45]=1)=[O:41])=[O:19]. The yield is 0.920.